Dataset: Reaction yield outcomes from USPTO patents with 853,638 reactions. Task: Predict the reaction yield, written as a fraction of the theoretical maximum amount of product (1.0 means a 100% yield; for example, 0.34 means a 34% yield). (1) The reactants are O[C@@H:2]1[C:7]([C:8]([O:10][CH2:11][CH3:12])=[O:9])=[CH:6][CH2:5][O:4][CH2:3]1.C(N(CC)C(C)C)(C)C.CS(Cl)(=O)=O.[C:27]([OH:30])(=[S:29])[CH3:28].Cl. The catalyst is O1CCCC1. The product is [C:27]([S:29][C@H:2]1[C:7]([C:8]([O:10][CH2:11][CH3:12])=[O:9])=[CH:6][CH2:5][O:4][CH2:3]1)(=[O:30])[CH3:28]. The yield is 0.620. (2) The reactants are [CH3:1][N:2]([CH3:29])[C:3]([C:5]1[C:15]([CH2:16][CH2:17][C@H:18]([C:20]2[CH:25]=[CH:24][C:23]([F:26])=[CH:22][C:21]=2[CH3:27])[OH:19])=[C:14](O)[C:8]2[N:9]=[C:10]([CH3:13])[N:11]([CH3:12])[C:7]=2[CH:6]=1)=[O:4].C1(P(C2C=CC=CC=2)C2C=CC=CC=2)C=CC=CC=1.CC(OC(/N=N/C(OC(C)C)=O)=O)C. The catalyst is O1CCCC1. The product is [CH3:29][N:2]([CH3:1])[C:3]([C:5]1[C:15]2[CH2:16][CH2:17][C@@H:18]([C:20]3[CH:25]=[CH:24][C:23]([F:26])=[CH:22][C:21]=3[CH3:27])[O:19][C:14]=2[C:8]2[N:9]=[C:10]([CH3:13])[N:11]([CH3:12])[C:7]=2[CH:6]=1)=[O:4]. The yield is 0.480. (3) The catalyst is C1COCC1.C(Cl)Cl. The yield is 0.770. The reactants are [C:1]([C:3]1[CH:4]=[C:5]2[C:10](=[CH:11][CH:12]=1)[NH:9][CH2:8][C@@H:7]([NH:13][S:14]([C:17]1[CH:22]=[CH:21][CH:20]=[CH:19][CH:18]=1)(=[O:16])=[O:15])[CH2:6]2)#[N:2].CO.C([O-])([O-])=O.[Ca+2].[Br-:30].[Br-].[Br-].C([N+](CC)(CC)CC)C1C=CC=CC=1.C([N+](CC)(CC)CC)C1C=CC=CC=1.C([N+](CC)(CC)CC)C1C=CC=CC=1. The product is [Br:30][C:11]1[CH:12]=[C:3]([C:1]#[N:2])[CH:4]=[C:5]2[C:10]=1[NH:9][CH2:8][CH:7]([NH:13][S:14]([C:17]1[CH:22]=[CH:21][CH:20]=[CH:19][CH:18]=1)(=[O:16])=[O:15])[CH2:6]2. (4) The reactants are [CH:1]([C:3]1[CH:12]=[CH:11][C:6]([C:7]([O:9][CH3:10])=[O:8])=[CH:5][CH:4]=1)=[O:2].[CH2:13]([Mg]Br)[CH2:14][CH3:15]. The catalyst is O1CCCC1. The product is [OH:2][CH:1]([C:3]1[CH:12]=[CH:11][C:6]([C:7]([O:9][CH3:10])=[O:8])=[CH:5][CH:4]=1)[CH2:13][CH2:14][CH3:15]. The yield is 0.470. (5) The reactants are Br[C:2]1[S:10][C:9]2[C:4](=[N:5][CH:6]=[CH:7][C:8]=2[O:11][C:12]2[CH:17]=[CH:16][C:15]([N+:18]([O-:20])=[O:19])=[CH:14][CH:13]=2)[CH:3]=1.[CH3:21][C:22]1[CH:23]=[N:24][NH:25][CH:26]=1.CN[C@@H]1CCCC[C@H]1NC.C([O-])([O-])=O.[K+].[K+].[N].[N]. The catalyst is C1(C)C=CC=CC=1.CCOC(C)=O.[Cu]I. The product is [CH3:21][C:22]1[CH:23]=[N:24][N:25]([C:2]2[S:10][C:9]3[C:4](=[N:5][CH:6]=[CH:7][C:8]=3[O:11][C:12]3[CH:17]=[CH:16][C:15]([N+:18]([O-:20])=[O:19])=[CH:14][CH:13]=3)[CH:3]=2)[CH:26]=1. The yield is 0.370. (6) The yield is 0.770. The reactants are I[C:2]1[CH:7]=[CH:6][C:5]([N:8]2[CH2:13][CH2:12][CH:11]=[C:10]([N:14]3[CH2:19][CH2:18][O:17][CH2:16][CH2:15]3)[C:9]2=[O:20])=[CH:4][CH:3]=1.[NH:21]1[CH2:26][CH2:25][CH2:24][CH2:23][C:22]1=[O:27].C([O-])([O-])=O.[Cs+].[Cs+]. The product is [N:14]1([C:10]2[C:9](=[O:20])[N:8]([C:5]3[CH:6]=[CH:7][C:2]([N:21]4[CH2:26][CH2:25][CH2:24][CH2:23][C:22]4=[O:27])=[CH:3][CH:4]=3)[CH2:13][CH2:12][CH:11]=2)[CH2:19][CH2:18][O:17][CH2:16][CH2:15]1. The catalyst is C1(C)C=CC=CC=1.[Cu+]. (7) The reactants are [CH3:1][O:2][C:3](=[O:11])[C:4]1[CH:9]=[CH:8][CH:7]=[N:6][C:5]=1[NH2:10].C(=O)(O)[O-].[Na+].[N+:17]([O-])([OH:19])=[O:18]. The catalyst is S(=O)(=O)(O)O. The product is [CH3:1][O:2][C:3](=[O:11])[C:4]1[CH:9]=[C:8]([N+:17]([O-:19])=[O:18])[CH:7]=[N:6][C:5]=1[NH2:10]. The yield is 0.350. (8) The yield is 1.00. The catalyst is CO. The reactants are FC(F)(F)C([N:5]1[CH:10]2[CH2:11][CH2:12][CH:6]1[CH2:7][C:8]1([O:17][C:16]3[CH:18]=[CH:19][CH:20]=[CH:21][C:15]=3[N:14]3[CH:22]=[CH:23][CH:24]=[C:13]13)[CH2:9]2)=O.[OH-].[Na+]. The product is [CH:6]12[NH:5][CH:10]([CH2:11][CH2:12]1)[CH2:9][C:8]1([O:17][C:16]3[CH:18]=[CH:19][CH:20]=[CH:21][C:15]=3[N:14]3[CH:22]=[CH:23][CH:24]=[C:13]13)[CH2:7]2.